This data is from Full USPTO retrosynthesis dataset with 1.9M reactions from patents (1976-2016). The task is: Predict the reactants needed to synthesize the given product. (1) Given the product [F:77][C:74]1[CH:73]=[CH:72][C:71]([CH2:70][NH:69][C:68]([C:62]2[CH:61]=[C:60]3[C:65]([CH:66]=[CH:67][N:58]([CH2:57][C:54]4[CH:53]=[CH:52][C:51]([C:50]([OH:80])=[O:49])=[CH:56][CH:55]=4)[C:59]3=[O:79])=[CH:64][CH:63]=2)=[O:78])=[CH:76][CH:75]=1, predict the reactants needed to synthesize it. The reactants are: C(OC(C1C=CC(CN2C=CC3C(=CC(C(O)=O)=CC=3)C2=O)=CC=1)=O)(C)(C)C.FC1C=CC(CN)=CC=1.C(O)(C(F)(F)F)=O.C([O:49][C:50](=[O:80])[C:51]1[CH:56]=[CH:55][C:54]([CH2:57][N:58]2[CH:67]=[CH:66][C:65]3[C:60](=[CH:61][C:62]([C:68](=[O:78])[NH:69][CH2:70][C:71]4[CH:76]=[CH:75][C:74]([F:77])=[CH:73][CH:72]=4)=[CH:63][CH:64]=3)[C:59]2=[O:79])=[CH:53][CH:52]=1)(C)(C)C. (2) Given the product [CH3:23][S:24]([C:27]1[CH:32]=[C:31]([C:2]2[CH:7]=[CH:6][C:5]([C:8]3[C:9]([NH2:22])=[N:10][C:11]4[C:16]([N:17]=3)=[CH:15][CH:14]=[CH:13][C:12]=4[C:18]([F:21])([F:20])[F:19])=[CH:4][CH:3]=2)[CH:30]=[CH:29][CH:28]=1)(=[O:26])=[O:25], predict the reactants needed to synthesize it. The reactants are: Br[C:2]1[CH:7]=[CH:6][C:5]([C:8]2[C:9]([NH2:22])=[N:10][C:11]3[C:16]([N:17]=2)=[CH:15][CH:14]=[CH:13][C:12]=3[C:18]([F:21])([F:20])[F:19])=[CH:4][CH:3]=1.[CH3:23][S:24]([C:27]1[CH:28]=[C:29](B(O)O)[CH:30]=[CH:31][CH:32]=1)(=[O:26])=[O:25].P([O-])([O-])([O-])=O.[K+].[K+].[K+]. (3) Given the product [N:13]1[CH:14]=[CH:15][CH:16]=[CH:17][C:12]=1[C:5]1[CH:6]=[CH:7][C:2]([OH:1])=[CH:3][CH:4]=1, predict the reactants needed to synthesize it. The reactants are: [OH:1][C:2]1[CH:7]=[CH:6][C:5](B(O)O)=[CH:4][CH:3]=1.Br[C:12]1[CH:17]=[CH:16][CH:15]=[CH:14][N:13]=1.C([O-])([O-])=O.[K+].[K+]. (4) Given the product [NH:31]1[CH2:37][CH2:36][CH2:35][CH2:34][C@H:33]([NH:38][C:23]([C:10]2[CH:9]=[C:8]([CH2:1][C:2]3[CH:3]=[CH:4][CH:5]=[CH:6][CH:7]=3)[S:12][C:11]=2[NH:13][C:14]([NH2:16])=[O:15])=[O:25])[CH2:32]1, predict the reactants needed to synthesize it. The reactants are: [CH2:1]([C:8]1[S:12][C:11]([NH:13][C:14]([NH:16]C(=O)C(Cl)(Cl)Cl)=[O:15])=[C:10]([C:23]([O:25]C)=O)[CH:9]=1)[C:2]1[CH:7]=[CH:6][CH:5]=[CH:4][CH:3]=1.C[Al](C)C.[NH:31]1[CH2:37][CH2:36][CH2:35][CH2:34][C@H:33]([NH2:38])[CH2:32]1.[C@H](O)(C([O-])=O)[C@@H](O)C([O-])=O.[Na+].[K+]. (5) The reactants are: [CH2:1]([CH:3]([C:6]1[C:11]2[N:12]([CH2:16][CH2:17][CH2:18][C:19]([O:21][CH2:22][CH3:23])=[O:20])[C:13](=[O:15])[NH:14][C:10]=2[CH:9]=[CH:8][CH:7]=1)[CH2:4][CH3:5])[CH3:2].N(C(C)(C)C#N)=NC(C)(C)C#N.[Cl:36]N1C(=O)CCC1=O. Given the product [Cl:36][C:9]1[C:10]2[NH:14][C:13](=[O:15])[N:12]([CH2:16][CH2:17][CH2:18][C:19]([O:21][CH2:22][CH3:23])=[O:20])[C:11]=2[C:6]([CH:3]([CH2:4][CH3:5])[CH2:1][CH3:2])=[CH:7][CH:8]=1, predict the reactants needed to synthesize it. (6) Given the product [Cl:1][C:2]1[N:7]=[CH:6][C:5](/[CH:8]=[CH:9]/[C:10]([O:12][C:13]([CH3:16])([CH3:15])[CH3:14])=[O:11])=[C:4]([C:17](=[O:22])[CH:18]=[N+:19]=[N-:20])[CH:3]=1, predict the reactants needed to synthesize it. The reactants are: [Cl:1][C:2]1[N:7]=[CH:6][C:5](/[CH:8]=[CH:9]/[C:10]([O:12][C:13]([CH3:16])([CH3:15])[CH3:14])=[O:11])=[C:4]([C:17](=[O:22])/[C:18](/Cl)=[N:19]\[NH2:20])[CH:3]=1.C(N(C(C)C)CC)(C)C.